Dataset: Catalyst prediction with 721,799 reactions and 888 catalyst types from USPTO. Task: Predict which catalyst facilitates the given reaction. (1) Reactant: [CH:1]([C:4]1[CH:9]=[C:8]([CH:10]([CH3:12])[CH3:11])[CH:7]=[C:6]([CH:13]([CH3:15])[CH3:14])[C:5]=1[C:16](=[O:18])[CH3:17])([CH3:3])[CH3:2].[Br-:19].[Br-].[Br-].C([N+](CCCC)(CCCC)CCCC)CCC.C([N+](CCCC)(CCCC)CCCC)CCC.C([N+](CCCC)(CCCC)CCCC)CCC. The catalyst class is: 10. Product: [Br:19][CH2:17][C:16]([C:5]1[C:4]([CH:1]([CH3:3])[CH3:2])=[CH:9][C:8]([CH:10]([CH3:11])[CH3:12])=[CH:7][C:6]=1[CH:13]([CH3:15])[CH3:14])=[O:18]. (2) Reactant: [CH3:1][C:2]1[N:6]2[C:7]3[CH:8]=[CH:9][C:10]([Cl:23])=[CH:11][C:12]=3[C:13]([C:16]3[CH:17]=[CH:18][CH:19]=[CH:20][C:21]=3[F:22])=[N:14][CH2:15][C:5]2=[CH:4][N:3]=1.C(O)C.[ClH:27]. Product: [ClH:23].[ClH:27].[Cl:23][C:10]1[CH:9]=[CH:8][C:7]2[N:6]3[C:2]([CH3:1])=[N:3][CH:4]=[C:5]3[CH2:15][N:14]=[C:13]([C:16]3[CH:17]=[CH:18][CH:19]=[CH:20][C:21]=3[F:22])[C:12]=2[CH:11]=1. The catalyst class is: 32. (3) Product: [CH2:1]([NH:8][C:9]([C:11]1[S:15][C:14]([NH:16][C:17]([C:18]2[CH:23]=[CH:22][NH:21][C:20](=[O:24])[CH:19]=2)=[O:26])=[N:13][C:12]=1[CH3:27])=[O:10])[C:2]1[CH:7]=[CH:6][CH:5]=[CH:4][CH:3]=1. The catalyst class is: 22. Reactant: [CH2:1]([NH:8][C:9]([C:11]1[S:15][C:14]([NH:16][C:17](=[O:26])[C:18]2[CH:23]=[CH:22][N:21]=[C:20]([O:24]C)[CH:19]=2)=[N:13][C:12]=1[CH3:27])=[O:10])[C:2]1[CH:7]=[CH:6][CH:5]=[CH:4][CH:3]=1.I[Si](C)(C)C.CO. (4) Reactant: [C:1]([O:7][CH2:8][CH3:9])(=[O:6])[CH2:2][C:3]([CH3:5])=[O:4].N1CCCCC1.C(O)(=O)C.[CH3:20][N:21]([CH3:36])[CH2:22][CH2:23][CH2:24][O:25][C:26]1[CH:33]=[CH:32][C:29]([CH:30]=O)=[C:28]([O:34][CH3:35])[CH:27]=1. Product: [CH3:36][N:21]([CH3:20])[CH2:22][CH2:23][CH2:24][O:25][C:26]1[CH:33]=[CH:32][C:29]([CH:30]=[C:2]([C:3](=[O:4])[CH3:5])[C:1]([O:7][CH2:8][CH3:9])=[O:6])=[C:28]([O:34][CH3:35])[CH:27]=1. The catalyst class is: 11. (5) Reactant: [CH:1](=[C:8]1[C:17]2[C:12](=[CH:13][CH:14]=[C:15]([O:18][CH3:19])[CH:16]=2)[O:11][CH2:10][CH:9]1[NH:20][C:21](=[O:25])[O:22][CH2:23][CH3:24])[C:2]1[CH:7]=[CH:6][CH:5]=[CH:4][CH:3]=1.C([O-])=O.[NH4+]. Product: [CH2:1]([CH:8]1[C:17]2[C:12](=[CH:13][CH:14]=[C:15]([O:18][CH3:19])[CH:16]=2)[O:11][CH2:10][CH:9]1[NH:20][C:21](=[O:25])[O:22][CH2:23][CH3:24])[C:2]1[CH:3]=[CH:4][CH:5]=[CH:6][CH:7]=1. The catalyst class is: 748. (6) Reactant: C[O:2][C:3](=[O:40])[CH2:4][O:5][C:6]1[CH:11]=[CH:10][C:9]([O:12][CH2:13][C:14]2[S:15][C:16]([C:29]3[CH:34]=[CH:33][C:32]([C:35]([F:38])([F:37])[F:36])=[CH:31][CH:30]=3)=[C:17]([C:19]3[CH:24]=[CH:23][C:22]([O:25][CH:26]([CH3:28])[CH3:27])=[CH:21][CH:20]=3)[N:18]=2)=[CH:8][C:7]=1[CH3:39].[Li+].[OH-].Cl.CCOC(C)=O. Product: [CH:26]([O:25][C:22]1[CH:21]=[CH:20][C:19]([C:17]2[N:18]=[C:14]([CH2:13][O:12][C:9]3[CH:10]=[CH:11][C:6]([O:5][CH2:4][C:3]([OH:40])=[O:2])=[C:7]([CH3:39])[CH:8]=3)[S:15][C:16]=2[C:29]2[CH:30]=[CH:31][C:32]([C:35]([F:38])([F:36])[F:37])=[CH:33][CH:34]=2)=[CH:24][CH:23]=1)([CH3:28])[CH3:27]. The catalyst class is: 20.